The task is: Predict the reactants needed to synthesize the given product.. This data is from Full USPTO retrosynthesis dataset with 1.9M reactions from patents (1976-2016). (1) Given the product [Cl:24][C:18]1[CH:19]=[C:20]([Cl:26])[CH:21]=[CH:22][C:17]=1[C:15]([N:12]1[CH2:13][CH2:14][N:9]([CH3:3])[C:10](=[O:25])[CH2:11]1)=[O:16], predict the reactants needed to synthesize it. The reactants are: ClC1C=C(F)C=C[C:3]=1[N:9]1[CH2:14][CH2:13][N:12]([C:15]([C:17]2[CH:22]=[CH:21][CH:20]=[C:19](Cl)[C:18]=2[Cl:24])=[O:16])[CH2:11][C:10]1=[O:25].[Cl:26]C1C=C(Cl)C=CC=1C(Cl)=O.CN1CCNCC1=O.ClC1C(Cl)=CC=CC=1C(Cl)=O.ClC1C=C(F)C=CC=1N1CCNCC1=O. (2) Given the product [C:9](/[C:11](=[CH:7]\[C:4]1[CH:3]=[CH:2][N:1]=[CH:6][CH:5]=1)/[C:12]([O:14][CH2:15][CH3:16])=[O:13])#[N:10], predict the reactants needed to synthesize it. The reactants are: [N:1]1[CH:6]=[CH:5][C:4]([CH:7]=O)=[CH:3][CH:2]=1.[C:9]([CH2:11][C:12]([O:14][CH2:15][CH3:16])=[O:13])#[N:10].C([O-])(=O)C.[NH4+].C(O)(=O)C. (3) Given the product [C:21]([C:20]1[CH:23]=[C:16]([NH:15][C:12]([C:5]2[C:4]3[C:8](=[CH:9][CH:10]=[C:2]([F:1])[CH:3]=3)[NH:7][C:6]=2[CH3:11])=[O:14])[CH:17]=[CH:18][C:19]=1[N:24]1[CH2:29][CH2:28][CH:27]([OH:30])[CH2:26][CH2:25]1)#[N:22], predict the reactants needed to synthesize it. The reactants are: [F:1][C:2]1[CH:3]=[C:4]2[C:8](=[CH:9][CH:10]=1)[NH:7][C:6]([CH3:11])=[C:5]2[C:12]([OH:14])=O.[NH2:15][C:16]1[CH:17]=[CH:18][C:19]([N:24]2[CH2:29][CH2:28][CH:27]([OH:30])[CH2:26][CH2:25]2)=[C:20]([CH:23]=1)[C:21]#[N:22]. (4) Given the product [CH3:7][N:8]([CH3:9])[CH2:10][CH2:11][N:13]1[C:21]2[C:16](=[CH:17][C:18]([O:23][CH3:24])=[C:19]([NH2:22])[CH:20]=2)[CH2:15][CH2:14]1, predict the reactants needed to synthesize it. The reactants are: [H-].[Al+3].[Li+].[H-].[H-].[H-].[CH3:7][N:8]([CH2:10][C:11]([N:13]1[C:21]2[C:16](=[CH:17][C:18]([O:23][CH3:24])=[C:19]([NH2:22])[CH:20]=2)[CH2:15][CH2:14]1)=O)[CH3:9].O1CCCC1.